Dataset: Full USPTO retrosynthesis dataset with 1.9M reactions from patents (1976-2016). Task: Predict the reactants needed to synthesize the given product. (1) Given the product [NH2:1][C:2]1[CH:8]=[CH:7][CH:6]=[CH:5][C:3]=1[NH:4][C:25]1([C:31]([O:33][CH3:34])=[O:32])[C:26]([Cl:30])=[CH:27][N:28]=[C:23]([C:20]2[CH:21]=[CH:22][C:17]([Cl:16])=[C:18]([O:36][CH3:37])[C:19]=2[F:35])[NH:24]1, predict the reactants needed to synthesize it. The reactants are: [NH2:1][C:2]1[CH:8]=[CH:7][CH:6]=[CH:5][C:3]=1[NH2:4].C(N(CC)CC)C.[Cl:16][C:17]1[CH:22]=[CH:21][C:20]([C:23]2[N:28]=[C:27](Cl)[C:26]([Cl:30])=[C:25]([C:31]([O:33][CH3:34])=[O:32])[N:24]=2)=[C:19]([F:35])[C:18]=1[O:36][CH3:37].O. (2) Given the product [Cl:3][C:4]1[CH:5]=[C:6]([N:12]([CH2:26][C:27]2[CH:32]=[CH:31][CH:30]=[CH:29][C:28]=2[C:33]([F:34])([F:35])[F:36])[C@H:13]2[CH2:17][CH2:16][N:15]([C:18]([O:20][C:21]([CH3:24])([CH3:23])[CH3:22])=[O:19])[CH2:14]2)[CH:7]=[CH:8][C:9]=1[C:10]#[N:11], predict the reactants needed to synthesize it. The reactants are: [H-].[Na+].[Cl:3][C:4]1[CH:5]=[C:6]([NH:12][C@H:13]2[CH2:17][CH2:16][N:15]([C:18]([O:20][C:21]([CH3:24])([CH3:23])[CH3:22])=[O:19])[CH2:14]2)[CH:7]=[CH:8][C:9]=1[C:10]#[N:11].Br[CH2:26][C:27]1[CH:32]=[CH:31][CH:30]=[CH:29][C:28]=1[C:33]([F:36])([F:35])[F:34].[NH4+].[Cl-]. (3) Given the product [Na+:26].[O:17]([C:14]1[CH:13]=[CH:12][C:11]([N:8]2[CH2:9][CH2:10][N:5]([CH2:4][C:3]([O-:24])=[O:2])[CH2:6][CH2:7]2)=[CH:16][CH:15]=1)[C:18]1[CH:19]=[CH:20][CH:21]=[CH:22][CH:23]=1, predict the reactants needed to synthesize it. The reactants are: C[O:2][C:3](=[O:24])[CH2:4][N:5]1[CH2:10][CH2:9][N:8]([C:11]2[CH:16]=[CH:15][C:14]([O:17][C:18]3[CH:23]=[CH:22][CH:21]=[CH:20][CH:19]=3)=[CH:13][CH:12]=2)[CH2:7][CH2:6]1.[OH-].[Na+:26]. (4) Given the product [CH2:12]([N:8]1[C:9]2[C:5](=[CH:4][CH:3]=[C:2]([Br:1])[CH:10]=2)[CH2:6][CH2:7]1)[C:13]1[CH:18]=[CH:17][CH:16]=[CH:15][CH:14]=1, predict the reactants needed to synthesize it. The reactants are: [Br:1][C:2]1[CH:10]=[C:9]2[C:5]([CH2:6][CH2:7][NH:8]2)=[CH:4][CH:3]=1.Br[CH2:12][C:13]1[CH:18]=[CH:17][CH:16]=[CH:15][CH:14]=1.C(=O)([O-])[O-].[K+].[K+]. (5) Given the product [CH2:16]([N:23]1[C:27]([C:28]2[CH:29]=[CH:30][N:31]=[C:32]([NH:1][C:2]3[CH:7]=[CH:6][C:5]([S:8](=[O:10])(=[O:9])[NH:11][CH3:12])=[CH:4][CH:3]=3)[N:13]=2)=[CH:26][N:25]=[C:24]1[CH3:35])[C:17]1[CH:22]=[CH:21][CH:20]=[CH:19][CH:18]=1, predict the reactants needed to synthesize it. The reactants are: [NH2:1][C:2]1[CH:7]=[CH:6][C:5]([S:8]([NH:11][CH3:12])(=[O:10])=[O:9])=[CH:4][CH:3]=1.[N:13]#CN.[CH2:16]([N:23]1[C:27]([C:28](=O)[CH:29]=[CH:30][N:31](C)[CH3:32])=[CH:26][N:25]=[C:24]1[CH3:35])[C:17]1[CH:22]=[CH:21][CH:20]=[CH:19][CH:18]=1.C[O-].[Na+]. (6) Given the product [CH2:22]([O:21][C:19]([CH:18]1[N:17]([CH2:24][C:25]2[CH:30]=[CH:29][C:28]([O:31][CH3:32])=[CH:27][C:26]=2[O:33][CH3:34])[CH2:16][C:14]2[N:15]=[C:11]([C:8]3[CH:9]=[CH:10][C:5]([C:1]([CH3:3])([CH3:4])[CH3:2])=[CH:6][CH:7]=3)[S:12][C:13]=2[C:35]1=[O:36])=[O:20])[CH3:23], predict the reactants needed to synthesize it. The reactants are: [C:1]([C:5]1[CH:10]=[CH:9][C:8]([C:11]2[S:12][C:13]([C:35](O)=[O:36])=[C:14]([CH2:16][N:17]([CH2:24][C:25]3[CH:30]=[CH:29][C:28]([O:31][CH3:32])=[CH:27][C:26]=3[O:33][CH3:34])[CH2:18][C:19]([O:21][CH2:22][CH3:23])=[O:20])[N:15]=2)=[CH:7][CH:6]=1)([CH3:4])([CH3:3])[CH3:2].CC(C)([O-])C.[K+]. (7) Given the product [NH2:34][CH2:33][CH2:32][CH2:31][O:30][CH2:29][CH2:28][O:27][CH2:26][CH2:25][O:24][CH2:23][CH2:22][CH2:21][NH:20][C:17]1[CH:16]=[CH:15][C:14]([C:12]([C:11]2[CH:42]=[CH:43][C:8]([O:7][CH2:6][CH2:5][CH2:4][NH:3][C:2](=[O:1])[CH2:44][CH2:45][O:46][CH2:47][CH2:48][O:49][CH2:50][CH2:51][O:52][CH2:53][CH2:54][O:55][CH2:56][CH2:57][NH:58][C:59](=[O:73])[CH2:60][CH2:61][CH2:62][CH2:63][CH:64]3[CH:71]4[CH:67]([NH:68][C:69](=[O:72])[NH:70]4)[CH2:66][S:65]3)=[CH:9][CH:10]=2)=[O:13])=[CH:19][CH:18]=1, predict the reactants needed to synthesize it. The reactants are: [O:1]=[C:2]([CH2:44][CH2:45][O:46][CH2:47][CH2:48][O:49][CH2:50][CH2:51][O:52][CH2:53][CH2:54][O:55][CH2:56][CH2:57][NH:58][C:59](=[O:73])[CH2:60][CH2:61][CH2:62][CH2:63][CH:64]1[CH:71]2[CH:67]([NH:68][C:69](=[O:72])[NH:70]2)[CH2:66][S:65]1)[NH:3][CH2:4][CH2:5][CH2:6][O:7][C:8]1[CH:43]=[CH:42][C:11]([C:12]([C:14]2[CH:19]=[CH:18][C:17]([NH:20][CH2:21][CH2:22][CH2:23][O:24][CH2:25][CH2:26][O:27][CH2:28][CH2:29][O:30][CH2:31][CH2:32][CH2:33][NH:34]C(=O)OC(C)(C)C)=[CH:16][CH:15]=2)=[O:13])=[CH:10][CH:9]=1. (8) Given the product [Cl:1][C:2]1[CH:9]=[CH:8][C:5]([CH:6]=[CH:19][N+:16]([O-:18])=[O:17])=[CH:4][C:3]=1[F:10], predict the reactants needed to synthesize it. The reactants are: [Cl:1][C:2]1[CH:9]=[CH:8][C:5]([CH:6]=O)=[CH:4][C:3]=1[F:10].C([O-])(=O)C.[NH4+].[N+:16]([CH3:19])([O-:18])=[O:17].O.